This data is from Reaction yield outcomes from USPTO patents with 853,638 reactions. The task is: Predict the reaction yield, written as a fraction of the theoretical maximum amount of product (1.0 means a 100% yield; for example, 0.34 means a 34% yield). (1) The reactants are [CH2:1]([O:3][C:4]([C:6]1[O:10][N:9]=[C:8]([C:11]2[CH:16]=[CH:15][CH:14]=[CH:13][CH:12]=2)[C:7]=1[N+:17]([O-])=O)=[O:5])[CH3:2]. The catalyst is CCO.[Ni]. The product is [CH2:1]([O:3][C:4]([C:6]1[O:10][N:9]=[C:8]([C:11]2[CH:12]=[CH:13][CH:14]=[CH:15][CH:16]=2)[C:7]=1[NH2:17])=[O:5])[CH3:2]. The yield is 0.970. (2) The reactants are [CH2:1]([N:5]([CH2:16][CH2:17][CH2:18][CH3:19])[C:6]1[CH:13]=[CH:12][C:9]([CH:10]=O)=[C:8]([O:14][CH3:15])[CH:7]=1)[CH2:2][CH2:3][CH3:4].[C:20]([C:22]1[C:23](=[C:38]([C:41]#[N:42])[C:39]#[N:40])[O:24][C:25]([C:32]2[CH:37]=[CH:36][CH:35]=[CH:34][CH:33]=2)([C:28]([F:31])([F:30])[F:29])[C:26]=1[CH3:27])#[N:21]. The catalyst is C(O)C. The product is [CH2:1]([N:5]([CH2:16][CH2:17][CH2:18][CH3:19])[C:6]1[CH:13]=[CH:12][C:9]([CH:10]=[CH:27][C:26]2[C:25]([C:32]3[CH:33]=[CH:34][CH:35]=[CH:36][CH:37]=3)([C:28]([F:31])([F:29])[F:30])[O:24][C:23](=[C:38]([C:41]#[N:42])[C:39]#[N:40])[C:22]=2[C:20]#[N:21])=[C:8]([O:14][CH3:15])[CH:7]=1)[CH2:2][CH2:3][CH3:4]. The yield is 0.852. (3) The reactants are [F:1][C:2]1[S:6][C:5]([C:7](N(OC)C)=[O:8])=[CH:4][CH:3]=1.[CH3:13][Mg]Br. The catalyst is O1CCCC1. The product is [F:1][C:2]1[S:6][C:5]([C:7](=[O:8])[CH3:13])=[CH:4][CH:3]=1. The yield is 1.03. (4) The reactants are [Cl:1][C:2]1[C:6]([NH:7][C:8](=[O:10])[CH3:9])=[CH:5][N:4]([C:11]2[CH:12]=[N:13][CH:14]=[CH:15][CH:16]=2)[N:3]=1.O1CC[CH2:19][CH2:18]1.CC(C)([O-])C.[Na+].C(Br)C. The catalyst is O.C(OCC)(=O)C. The product is [Cl:1][C:2]1[C:6]([N:7]([CH2:18][CH3:19])[C:8](=[O:10])[CH3:9])=[CH:5][N:4]([C:11]2[CH:12]=[N:13][CH:14]=[CH:15][CH:16]=2)[N:3]=1. The yield is 0.890. (5) The yield is 0.330. The catalyst is CO.[Pd]. The product is [F:26][C:23]([F:24])([F:25])[C:19]1[CH:18]=[C:17]([C:13]2[CH:12]=[C:11]([O:10][C:7]3[CH:6]=[CH:5][C:4]([NH2:1])=[N:9][CH:8]=3)[CH:16]=[CH:15][N:14]=2)[CH:22]=[CH:21][N:20]=1. The reactants are [N+:1]([C:4]1[N:9]=[CH:8][C:7]([O:10][C:11]2[CH:16]=[CH:15][N:14]=[C:13]([C:17]3[CH:22]=[CH:21][N:20]=[C:19]([C:23]([F:26])([F:25])[F:24])[CH:18]=3)[CH:12]=2)=[CH:6][CH:5]=1)([O-])=O. (6) The yield is 0.180. No catalyst specified. The product is [F:20][C:21]1[CH:31]=[C:30]([N+:32]([O-:34])=[O:33])[CH:29]=[CH:28][C:22]=1[O:23][CH2:24][CH:25]([OH:26])[CH2:27][N:2]([CH3:1])[CH2:3][C:4]1[CH:5]=[CH:6][C:7]([C:10]2[CH:15]=[CH:14][CH:13]=[CH:12][C:11]=2[C:16]([F:17])([F:18])[F:19])=[CH:8][CH:9]=1. The reactants are [CH3:1][NH:2][CH2:3][C:4]1[CH:9]=[CH:8][C:7]([C:10]2[CH:15]=[CH:14][CH:13]=[CH:12][C:11]=2[C:16]([F:19])([F:18])[F:17])=[CH:6][CH:5]=1.[F:20][C:21]1[CH:31]=[C:30]([N+:32]([O-:34])=[O:33])[CH:29]=[CH:28][C:22]=1[O:23][CH2:24][CH:25]1[CH2:27][O:26]1.